Dataset: Reaction yield outcomes from USPTO patents with 853,638 reactions. Task: Predict the reaction yield, written as a fraction of the theoretical maximum amount of product (1.0 means a 100% yield; for example, 0.34 means a 34% yield). (1) The reactants are [CH3:1][CH:2]1[CH2:6][CH2:5][CH2:4][N:3]1[C:7]1[N:12]=[C:11]([NH:13][C:14]2[C:15]3[N:16]([CH:28]=[CH:29][N:30]=3)[N:17]=[C:18]([C:20]3[CH:21]=[C:22]([CH2:26][OH:27])[CH:23]=[CH:24][CH:25]=3)[CH:19]=2)[CH:10]=[CH:9][CH:8]=1. The catalyst is ClCCl.O=[Mn]=O. The product is [CH3:1][CH:2]1[CH2:6][CH2:5][CH2:4][N:3]1[C:7]1[N:12]=[C:11]([NH:13][C:14]2[C:15]3[N:16]([CH:28]=[CH:29][N:30]=3)[N:17]=[C:18]([C:20]3[CH:21]=[C:22]([CH:23]=[CH:24][CH:25]=3)[CH:26]=[O:27])[CH:19]=2)[CH:10]=[CH:9][CH:8]=1. The yield is 0.450. (2) The reactants are [C:1]([NH:5][C:6]([C:8]1[C:12]2=[N:13][C:14]([C:17]3[C:25]4[C:20](=[CH:21][CH:22]=[C:23]([O:26][CH:27]([F:29])[F:28])[CH:24]=4)[N:19]([CH2:30][CH2:31][CH2:32][S:33]([CH3:36])(=[O:35])=[O:34])[N:18]=3)=[CH:15][N:16]=[C:11]2[N:10](C(C2C=CC=CC=2)(C2C=CC=CC=2)C2C=CC=CC=2)[CH:9]=1)=[O:7])([CH3:4])([CH3:3])[CH3:2].FC(F)(F)C(O)=O. The catalyst is ClCCl. The product is [C:1]([NH:5][C:6]([C:8]1[C:12]2=[N:13][C:14]([C:17]3[C:25]4[C:20](=[CH:21][CH:22]=[C:23]([O:26][CH:27]([F:29])[F:28])[CH:24]=4)[N:19]([CH2:30][CH2:31][CH2:32][S:33]([CH3:36])(=[O:34])=[O:35])[N:18]=3)=[CH:15][N:16]=[C:11]2[NH:10][CH:9]=1)=[O:7])([CH3:3])([CH3:4])[CH3:2]. The yield is 0.720. (3) The reactants are [CH:1]([C:4]1[C:8]([CH2:9][CH2:10][CH2:11][OH:12])=[CH:7][N:6]([C:13]2[CH:18]=[CH:17][C:16]([C:19]([F:22])([F:21])[F:20])=[CH:15][N:14]=2)[N:5]=1)([CH3:3])[CH3:2].[C:23]([O-:27])(=[O:26])[CH2:24][CH3:25].C(P(C[CH2:38][CH2:39][CH3:40])CCCC)CCC.[N:41](C(N1CCCCC1)=O)=[N:42]C(N1CCCCC1)=O.O1C[CH2:62][CH2:61][CH2:60]1. No catalyst specified. The product is [CH:61]([N:41]1[C:38]([CH2:25][CH2:24][C:23]([OH:27])=[O:26])=[CH:39][C:40]([O:12][CH2:11][CH2:10][CH2:9][C:8]2[C:4]([CH:1]([CH3:3])[CH3:2])=[N:5][N:6]([C:13]3[CH:18]=[CH:17][C:16]([C:19]([F:21])([F:20])[F:22])=[CH:15][N:14]=3)[CH:7]=2)=[N:42]1)([CH3:62])[CH3:60]. The yield is 0.360. (4) The reactants are C(OC([NH:8][C:9]1[CH:14]=[CH:13][C:12]([NH:15][C:16]2[C:21]([CH3:22])=[CH:20][N:19]=[C:18]([Cl:23])[N:17]=2)=[CH:11][C:10]=1[CH2:24][CH2:25][C:26]1[CH:27]=[C:28]([NH:32]C(=O)OC(C)(C)C)[CH:29]=[CH:30][CH:31]=1)=O)(C)(C)C.CO.[ClH:42]. The catalyst is O1CCOCC1. The product is [ClH:23].[ClH:42].[ClH:23].[NH2:32][C:28]1[CH:27]=[C:26]([CH2:25][CH2:24][C:10]2[CH:11]=[C:12]([NH:15][C:16]3[C:21]([CH3:22])=[CH:20][N:19]=[C:18]([Cl:23])[N:17]=3)[CH:13]=[CH:14][C:9]=2[NH2:8])[CH:31]=[CH:30][CH:29]=1. The yield is 0.900.